Predict the product of the given reaction. From a dataset of Forward reaction prediction with 1.9M reactions from USPTO patents (1976-2016). (1) Given the reactants Cl[C:2]1[N:10]=[C:9]2[C:5]([N:6]=[CH:7][N:8]2[C@@H:11]2[CH2:15][C@H:14]([N:16]3[CH:20]=[C:19]([CH2:21][CH3:22])[CH:18]=[N:17]3)[C@@H:13]([OH:23])[C@H:12]2[OH:24])=[C:4]([NH:25][CH2:26][CH:27]([C:34]2[CH:39]=[CH:38][CH:37]=[CH:36][CH:35]=2)[C:28]2[CH:33]=[CH:32][CH:31]=[CH:30][CH:29]=2)[N:3]=1.[F:40][C:41]([F:46])([F:45])[C:42]([OH:44])=[O:43].C1(C(C2C=CC=CC=2)CNC2N=C([NH:65][CH2:66][CH2:67][N:68]3[CH2:73][CH2:72][CH2:71][CH2:70][CH2:69]3)N=C3C=2N=CN3[C@@H]2C[C@H](N3C=C(CO)C=N3)[C@@H](O)[C@H]2O)C=CC=CC=1, predict the reaction product. The product is: [F:40][C:41]([F:46])([F:45])[C:42]([OH:44])=[O:43].[C:34]1([CH:27]([C:28]2[CH:33]=[CH:32][CH:31]=[CH:30][CH:29]=2)[CH2:26][NH:25][C:4]2[N:3]=[C:2]([NH:65][CH2:66][CH2:67][N:68]3[CH2:73][CH2:72][CH2:71][CH2:70][CH2:69]3)[N:10]=[C:9]3[C:5]=2[N:6]=[CH:7][N:8]3[C@@H:11]2[CH2:15][C@H:14]([N:16]3[CH:20]=[C:19]([CH2:21][CH3:22])[CH:18]=[N:17]3)[C@@H:13]([OH:23])[C@H:12]2[OH:24])[CH:35]=[CH:36][CH:37]=[CH:38][CH:39]=1. (2) Given the reactants [CH2:1]([C:4]1([CH2:9][CH2:10][OH:11])[O:8][CH2:7][CH2:6][O:5]1)[CH2:2][CH3:3].[H-].[Na+].Cl[C:15]1[CH:20]=[CH:19][N+:18]([O-:21])=[C:17]([CH3:22])[C:16]=1[CH3:23], predict the reaction product. The product is: [CH3:22][C:17]1[C:16]([CH3:23])=[C:15]([O:11][CH2:10][CH2:9][C:4]2([CH2:1][CH2:2][CH3:3])[O:8][CH2:7][CH2:6][O:5]2)[CH:20]=[CH:19][N+:18]=1[O-:21]. (3) Given the reactants [NH2:1][C@@H:2]([CH3:6])[C:3]([NH2:5])=[O:4].[F:7][C:8]1[CH:15]=[CH:14][C:11]([CH:12]=O)=[CH:10][CH:9]=1.[Na].[OH-].[Na+], predict the reaction product. The product is: [F:7][C:8]1[CH:15]=[CH:14][C:11]([CH2:12][NH:1][C@@H:2]([CH3:6])[C:3]([NH2:5])=[O:4])=[CH:10][CH:9]=1. (4) Given the reactants [BH4-].[Na+].[CH3:3][O:4][C:5](=[O:16])[C:6]1[CH:11]=[CH:10][CH:9]=[C:8]([C:12](=[O:15])[CH2:13][CH3:14])[CH:7]=1, predict the reaction product. The product is: [CH3:3][O:4][C:5](=[O:16])[C:6]1[CH:11]=[CH:10][CH:9]=[C:8]([CH:12]([OH:15])[CH2:13][CH3:14])[CH:7]=1. (5) Given the reactants [C:1]([N:8]1[CH2:13][CH2:12][NH:11][CH2:10][CH2:9]1)([O:3][C:4]([CH3:7])([CH3:6])[CH3:5])=[O:2].[Cl:14][C:15]1[C:19](Cl)=[N:18][S:17][N:16]=1.Cl, predict the reaction product. The product is: [C:4]([O:3][C:1]([N:8]1[CH2:9][CH2:10][N:11]([C:19]2[C:15]([Cl:14])=[N:16][S:17][N:18]=2)[CH2:12][CH2:13]1)=[O:2])([CH3:7])([CH3:6])[CH3:5]. (6) Given the reactants C[O:2][C:3]([C:5]1[S:6][C:7]([C:24]#[C:25][C:26]([CH3:29])([CH3:28])[CH3:27])=[CH:8][C:9]=1[N:10]([C:14](=[O:23])[C:15]1[CH:20]=[CH:19][C:18]([Cl:21])=[CH:17][C:16]=1[Cl:22])[CH:11]([CH3:13])[CH3:12])=[O:4].C1COCC1.CO.O.[OH-].[Li+], predict the reaction product. The product is: [Cl:22][C:16]1[CH:17]=[C:18]([Cl:21])[CH:19]=[CH:20][C:15]=1[C:14]([N:10]([CH:11]([CH3:13])[CH3:12])[C:9]1[CH:8]=[C:7]([C:24]#[C:25][C:26]([CH3:28])([CH3:29])[CH3:27])[S:6][C:5]=1[C:3]([OH:4])=[O:2])=[O:23]. (7) The product is: [Cl:32][C:28]1[CH:27]=[C:26]([NH:1][C@H:2]2[C:11]3[C:6](=[CH:7][CH:8]=[C:9]([C:12]4[CH:13]=[N:14][N:15]([CH2:17][CH2:18][O:19][CH3:20])[CH:16]=4)[CH:10]=3)[N:5]([C:21](=[O:23])[CH3:22])[C@@H:4]([CH3:24])[CH2:3]2)[CH:31]=[CH:30][CH:29]=1. Given the reactants [NH2:1][C@H:2]1[C:11]2[C:6](=[CH:7][CH:8]=[C:9]([C:12]3[CH:13]=[N:14][N:15]([CH2:17][CH2:18][O:19][CH3:20])[CH:16]=3)[CH:10]=2)[N:5]([C:21](=[O:23])[CH3:22])[C@@H:4]([CH3:24])[CH2:3]1.Br[C:26]1[CH:31]=[CH:30][CH:29]=[C:28]([Cl:32])[CH:27]=1.CN(C1C(C2C(P(C3CCCCC3)C3CCCCC3)=CC=CC=2)=CC=CC=1)C.CC(C)([O-])C.[Na+], predict the reaction product.